Task: Predict the reaction yield, written as a fraction of the theoretical maximum amount of product (1.0 means a 100% yield; for example, 0.34 means a 34% yield).. Dataset: Reaction yield outcomes from USPTO patents with 853,638 reactions (1) The reactants are [N+:1]([C:4]1[CH:9]=[CH:8][CH:7]=[CH:6][C:5]=1/[CH:10]=[CH:11]/[C:12]1[C:20]2[C:15](=[CH:16][CH:17]=[CH:18][CH:19]=2)[NH:14][N:13]=1)([O-])=O.[Sn].Cl.[OH-].[Na+]. The catalyst is C(O)C. The product is [NH:14]1[C:15]2[C:20](=[CH:19][CH:18]=[CH:17][CH:16]=2)[C:12](/[CH:11]=[CH:10]/[C:5]2[CH:6]=[CH:7][CH:8]=[CH:9][C:4]=2[NH2:1])=[N:13]1. The yield is 0.840. (2) The reactants are [NH2:1][C:2]1[C:3]2[N:4]([C:8]([C@@H:30]([NH:32][CH3:33])[CH3:31])=[N:9][C:10]=2[C:11]2[CH:29]=[CH:28][C:14]([C:15]([NH:17][C:18]3[CH:23]=[C:22]([C:24]([F:27])([F:26])[F:25])[CH:21]=[CH:20][N:19]=3)=[O:16])=[CH:13][CH:12]=2)[CH:5]=[CH:6][N:7]=1.[C:34]([OH:39])(=O)[C:35]#[C:36][CH3:37]. No catalyst specified. The product is [NH2:1][C:2]1[C:3]2[N:4]([C:8]([C@@H:30]([N:32]([CH3:33])[C:34](=[O:39])[C:35]#[C:36][CH3:37])[CH3:31])=[N:9][C:10]=2[C:11]2[CH:29]=[CH:28][C:14]([C:15]([NH:17][C:18]3[CH:23]=[C:22]([C:24]([F:26])([F:27])[F:25])[CH:21]=[CH:20][N:19]=3)=[O:16])=[CH:13][CH:12]=2)[CH:5]=[CH:6][N:7]=1. The yield is 0.334. (3) The reactants are [Cl-].O[NH3+:3].[C:4](=[O:7])([O-])[OH:5].[Na+].CS(C)=O.[F:13][C:14]1[CH:15]=[C:16]([C:48]2[C:49]([C:54]#[N:55])=[CH:50][CH:51]=[CH:52][CH:53]=2)[CH:17]=[CH:18][C:19]=1[CH2:20][C:21]1[C:22](=[O:47])[N:23]([C@H:34]2[CH2:39][CH2:38][C@H:37]([O:40][CH:41]([CH3:46])[C:42]([OH:45])([CH3:44])[CH3:43])[CH2:36][CH2:35]2)[C:24]2[N:25]([N:30]=[C:31]([CH3:33])[N:32]=2)[C:26]=1[CH2:27][CH2:28][CH3:29]. The catalyst is C(OCC)(=O)C. The product is [F:13][C:14]1[CH:15]=[C:16]([C:48]2[CH:53]=[CH:52][CH:51]=[CH:50][C:49]=2[C:54]2[NH:3][C:4](=[O:7])[O:5][N:55]=2)[CH:17]=[CH:18][C:19]=1[CH2:20][C:21]1[C:22](=[O:47])[N:23]([C@H:34]2[CH2:39][CH2:38][C@H:37]([O:40][CH:41]([CH3:46])[C:42]([OH:45])([CH3:43])[CH3:44])[CH2:36][CH2:35]2)[C:24]2[N:25]([N:30]=[C:31]([CH3:33])[N:32]=2)[C:26]=1[CH2:27][CH2:28][CH3:29]. The yield is 0.640. (4) The reactants are [CH3:1][O:2][C:3]1[CH:8]=[CH:7][CH:6]=[CH:5][C:4]=1[S:9]([N:12]([CH3:31])[C:13]1[CH:14]=[CH:15][CH:16]=[C:17]2[C:21]=1[NH:20][C:19]([C:22]1[S:23][CH:24]([CH2:27][C:28]([OH:30])=O)[CH2:25][N:26]=1)=[CH:18]2)(=[O:11])=[O:10].C[N:33](C)C=O.Cl.CN(C)CCCN=C=NCC. The catalyst is C(OCC)(=O)C. The product is [CH3:1][O:2][C:3]1[CH:8]=[CH:7][CH:6]=[CH:5][C:4]=1[S:9]([N:12]([CH3:31])[C:13]1[CH:14]=[CH:15][CH:16]=[C:17]2[C:21]=1[NH:20][C:19]([C:22]1[S:23][CH:24]([CH2:27][C:28]([NH2:33])=[O:30])[CH2:25][N:26]=1)=[CH:18]2)(=[O:11])=[O:10]. The yield is 0.570. (5) The reactants are [CH3:1][CH2:2][CH2:3][CH2:4][NH:5][C:6]1[CH:7]=[C:8]([C:23]([OH:25])=[O:24])[CH:9]=[C:10]([S:19]([NH2:22])(=[O:21])=[O:20])[C:11]=1[O:12][C:13]1[CH:14]=[CH:15][CH:16]=[CH:17][CH:18]=1.[CH2:26](Cl)[C:27]1[CH:32]=[CH:31][CH:30]=[CH:29][CH:28]=1.C(N(CC)CC)C. The catalyst is CN(C)C=O.ClCCl. The product is [NH2:22][S:19]([C:10]1[CH:9]=[C:8]([CH:7]=[C:6]([NH:5][CH2:4][CH2:3][CH2:2][CH3:1])[C:11]=1[O:12][C:13]1[CH:18]=[CH:17][CH:16]=[CH:15][CH:14]=1)[C:23]([O:25][CH2:26][C:27]1[CH:32]=[CH:31][CH:30]=[CH:29][CH:28]=1)=[O:24])(=[O:21])=[O:20]. The yield is 0.800. (6) The reactants are [CH:1]1([CH2:7][OH:8])[CH2:6][CH2:5][CH2:4][CH2:3][CH2:2]1.C1N2CCN(CC2)C1.[C:17]([O:21][C:22]([CH3:25])([CH3:24])[CH3:23])(=[O:20])[C:18]#[CH:19]. The catalyst is C1COCC1. The product is [CH:1]1([CH2:7][O:8][CH:19]=[CH:18][C:17]([O:21][C:22]([CH3:25])([CH3:24])[CH3:23])=[O:20])[CH2:6][CH2:5][CH2:4][CH2:3][CH2:2]1. The yield is 0.750. (7) The reactants are [CH3:1][C:2]1[C:6]([C:7]2[C:8]([C:15]3[CH:20]=[CH:19][C:18]([O:21]C)=[CH:17][CH:16]=3)=[N:9][N:10]([CH3:14])[C:11]=2[CH:12]=[O:13])=[C:5]([CH3:23])[O:4][N:3]=1.[Li+].[BH4-].B(F)(F)F. The catalyst is C(OCC)C.C(Cl)Cl. The product is [CH3:1][C:2]1[C:6]([C:7]2[C:8]([C:15]3[CH:20]=[CH:19][C:18]([OH:21])=[CH:17][CH:16]=3)=[N:9][N:10]([CH3:14])[C:11]=2[CH2:12][OH:13])=[C:5]([CH3:23])[O:4][N:3]=1. The yield is 0.710.